This data is from Reaction yield outcomes from USPTO patents with 853,638 reactions. The task is: Predict the reaction yield, written as a fraction of the theoretical maximum amount of product (1.0 means a 100% yield; for example, 0.34 means a 34% yield). (1) The reactants are Cl.[C:2](Cl)(=[O:9])[C:3]1[CH:8]=[CH:7][CH:6]=[N:5][CH:4]=1.C(N(CC)CC)C.ClCCl.[N:21]1([C:27]2[CH:33]=[CH:32][C:31]([C:34]([F:37])([F:36])[F:35])=[CH:30][C:28]=2[NH2:29])[CH2:26][CH2:25][CH2:24][CH2:23][CH2:22]1. The catalyst is O. The product is [N:21]1([C:27]2[CH:33]=[CH:32][C:31]([C:34]([F:36])([F:37])[F:35])=[CH:30][C:28]=2[NH:29][C:2](=[O:9])[C:3]2[CH:8]=[CH:7][CH:6]=[N:5][CH:4]=2)[CH2:22][CH2:23][CH2:24][CH2:25][CH2:26]1. The yield is 0.453. (2) The product is [NH2:1][CH2:2][CH2:3][NH:4][C:5](=[O:6])[O:7][CH2:8][C:9]1[CH:14]=[CH:13][CH:12]=[CH:11][CH:10]=1. The yield is 0.800. The reactants are [NH2:1][CH2:2][CH2:3][NH2:4].[C:5](C1CC(=O)N(O)C1=O)([O:7][CH2:8][C:9]1[CH:14]=[CH:13][CH:12]=[CH:11][CH:10]=1)=[O:6]. The catalyst is C(Cl)(Cl)Cl.O.